From a dataset of NCI-60 drug combinations with 297,098 pairs across 59 cell lines. Regression. Given two drug SMILES strings and cell line genomic features, predict the synergy score measuring deviation from expected non-interaction effect. (1) Drug 1: CC1=C2C(C(=O)C3(C(CC4C(C3C(C(C2(C)C)(CC1OC(=O)C(C(C5=CC=CC=C5)NC(=O)OC(C)(C)C)O)O)OC(=O)C6=CC=CC=C6)(CO4)OC(=O)C)OC)C)OC. Drug 2: C1CCC(C(C1)N)N.C(=O)(C(=O)[O-])[O-].[Pt+4]. Cell line: OVCAR-4. Synergy scores: CSS=41.1, Synergy_ZIP=5.49, Synergy_Bliss=5.23, Synergy_Loewe=4.57, Synergy_HSA=7.94. (2) Drug 1: CCN(CC)CCNC(=O)C1=C(NC(=C1C)C=C2C3=C(C=CC(=C3)F)NC2=O)C. Drug 2: C1=NNC2=C1C(=O)NC=N2. Cell line: A549. Synergy scores: CSS=-0.685, Synergy_ZIP=-0.434, Synergy_Bliss=-0.398, Synergy_Loewe=0.696, Synergy_HSA=-0.572. (3) Drug 1: C1CC(=O)NC(=O)C1N2C(=O)C3=CC=CC=C3C2=O. Drug 2: CC1=C(C(=O)C2=C(C1=O)N3CC4C(C3(C2COC(=O)N)OC)N4)N. Cell line: MALME-3M. Synergy scores: CSS=13.0, Synergy_ZIP=-1.44, Synergy_Bliss=5.64, Synergy_Loewe=-6.30, Synergy_HSA=4.37.